Dataset: Forward reaction prediction with 1.9M reactions from USPTO patents (1976-2016). Task: Predict the product of the given reaction. (1) Given the reactants [Cl:1]CC([NH:5][C:6]12[CH2:15][C:10]3([CH3:16])[CH2:11][CH:12]([CH2:14][C:8]([CH3:17])([CH2:9]3)[CH2:7]1)[CH2:13]2)=O.NC(N)=S.O.Cl, predict the reaction product. The product is: [CH3:17][C:8]12[CH2:7][C:6]3([NH2:5])[CH2:13][CH:12]([CH2:11][C:10]([CH3:16])([CH2:15]3)[CH2:9]1)[CH2:14]2.[ClH:1]. (2) Given the reactants [Br:1][C:2]1[C:7]([OH:8])=[CH:6][C:5]([Br:9])=[CH:4][N:3]=1.C(=O)([O-])[O-].[K+].[K+].[CH2:16](Br)[C:17]1[CH:22]=[CH:21][CH:20]=[CH:19][CH:18]=1, predict the reaction product. The product is: [CH2:16]([O:8][C:7]1[C:2]([Br:1])=[N:3][CH:4]=[C:5]([Br:9])[CH:6]=1)[C:17]1[CH:22]=[CH:21][CH:20]=[CH:19][CH:18]=1. (3) Given the reactants [NH:1]1[CH2:6][CH2:5][CH:4]([NH:7][C:8]([C:10]2[C:14]3[N:15]=[CH:16][N:17]=[C:18]([C:19]4[CH:24]=[C:23]([CH3:25])[CH:22]=[CH:21][C:20]=4[O:26][CH2:27][CH:28]4[CH2:30][CH2:29]4)[C:13]=3[NH:12][CH:11]=2)=[O:9])[CH2:3][CH2:2]1.Cl[C:32]([O:34][CH2:35][CH3:36])=[O:33], predict the reaction product. The product is: [CH2:35]([O:34][C:32]([N:1]1[CH2:2][CH2:3][CH:4]([NH:7][C:8]([C:10]2[C:14]3[N:15]=[CH:16][N:17]=[C:18]([C:19]4[CH:24]=[C:23]([CH3:25])[CH:22]=[CH:21][C:20]=4[O:26][CH2:27][CH:28]4[CH2:29][CH2:30]4)[C:13]=3[NH:12][CH:11]=2)=[O:9])[CH2:5][CH2:6]1)=[O:33])[CH3:36]. (4) Given the reactants [Cl:1][C:2]1[CH:21]=[CH:20][C:5]2[C:6]3[S:11][C:10]([C:12]#[N:13])=[C:9]([O:14][CH2:15][C:16]([O:18]C)=[O:17])[C:7]=3[S:8][C:4]=2[CH:3]=1.[OH-].[K+].O, predict the reaction product. The product is: [Cl:1][C:2]1[CH:21]=[CH:20][C:5]2[C:6]3[S:11][C:10]([C:12]#[N:13])=[C:9]([O:14][CH2:15][C:16]([OH:18])=[O:17])[C:7]=3[S:8][C:4]=2[CH:3]=1. (5) Given the reactants [CH2:1]([O:8][C@@H:9]1[C@@H:14]([O:15][CH2:16][C:17]2[CH:22]=[CH:21][CH:20]=[CH:19][CH:18]=2)[C@H:13]([O:23][CH2:24][C:25]2[CH:30]=[CH:29][CH:28]=[CH:27][CH:26]=2)[C@@H:12]([CH2:31][O:32][CH2:33][C:34]2[CH:39]=[CH:38][CH:37]=[CH:36][CH:35]=2)[O:11][C@H:10]1[C:40]1[C:48]2[C:43](=[C:44]([CH3:49])[CH:45]=[CH:46][CH:47]=2)[N:42]([CH2:50][C:51]2[CH:56]=[CH:55][C:54](/[CH:57]=[CH:58]/[CH2:59][C:60](O)=[O:61])=[CH:53][CH:52]=2)[CH:41]=1)[C:2]1[CH:7]=[CH:6][CH:5]=[CH:4][CH:3]=1.[NH2:63][C:64]([CH3:77])([CH3:76])[C:65]([N:67]1[CH2:72][CH2:71][N:70]([CH:73]([CH3:75])[CH3:74])[CH2:69][CH2:68]1)=[O:66].ON1C2C=CC=CC=2N=N1.Cl.C(N=C=NCCCN(C)C)C, predict the reaction product. The product is: [CH2:1]([O:8][C@@H:9]1[C@@H:14]([O:15][CH2:16][C:17]2[CH:18]=[CH:19][CH:20]=[CH:21][CH:22]=2)[C@H:13]([O:23][CH2:24][C:25]2[CH:30]=[CH:29][CH:28]=[CH:27][CH:26]=2)[C@@H:12]([CH2:31][O:32][CH2:33][C:34]2[CH:39]=[CH:38][CH:37]=[CH:36][CH:35]=2)[O:11][C@H:10]1[C:40]1[C:48]2[C:43](=[C:44]([CH3:49])[CH:45]=[CH:46][CH:47]=2)[N:42]([CH2:50][C:51]2[CH:56]=[CH:55][C:54](/[CH:57]=[CH:58]/[CH2:59][C:60](=[O:61])[NH:63][C:64]([C:65]([N:67]3[CH2:72][CH2:71][N:70]([CH:73]([CH3:74])[CH3:75])[CH2:69][CH2:68]3)=[O:66])([CH3:76])[CH3:77])=[CH:53][CH:52]=2)[CH:41]=1)[C:2]1[CH:3]=[CH:4][CH:5]=[CH:6][CH:7]=1. (6) The product is: [Br:1][C:2]1[CH:3]=[N:4][C:5]2[N:6]([N:8]=[C:9]([C:11]([N:28]3[CH2:27][CH2:26][C:25]4[N:31]=[N:32][C:22]([Cl:21])=[CH:23][C:24]=4[CH2:30][CH2:29]3)=[O:13])[CH:10]=2)[CH:7]=1. Given the reactants [Br:1][C:2]1[CH:3]=[N:4][C:5]2[N:6]([N:8]=[C:9]([C:11]([OH:13])=O)[CH:10]=2)[CH:7]=1.FC(F)(F)C(O)=O.[Cl:21][C:22]1[N:32]=[N:31][C:25]2[CH2:26][CH2:27][NH:28][CH2:29][CH2:30][C:24]=2[CH:23]=1, predict the reaction product. (7) Given the reactants [CH:1]([N:4]1[CH:9]=[CH:8][C:7]([C:10]([OH:12])=O)=[CH:6][C:5]1=[O:13])([CH3:3])[CH3:2].Cl.CN(C)CCCN=C=NCC.ON1C2C=CC=CC=2N=N1.[NH2:36][CH2:37][C:38]1[C:39]([OH:46])=[N:40][C:41]([CH3:45])=[CH:42][C:43]=1[CH3:44], predict the reaction product. The product is: [OH:46][C:39]1[C:38]([CH2:37][NH:36][C:10]([C:7]2[CH:8]=[CH:9][N:4]([CH:1]([CH3:2])[CH3:3])[C:5](=[O:13])[CH:6]=2)=[O:12])=[C:43]([CH3:44])[CH:42]=[C:41]([CH3:45])[N:40]=1. (8) Given the reactants [CH3:1][O:2][CH2:3][CH2:4][CH2:5][C:6]1[CH:7]=[CH:8][C:9]([C:18]#[C:19][Si](C)(C)C)=[C:10]([CH2:12][CH2:13][NH:14][C:15](=[O:17])[CH3:16])[CH:11]=1.C1C(=O)N([Br:31])C(=O)C1, predict the reaction product. The product is: [Br:31][C:19]#[C:18][C:9]1[CH:8]=[CH:7][C:6]([CH2:5][CH2:4][CH2:3][O:2][CH3:1])=[CH:11][C:10]=1[CH2:12][CH2:13][NH:14][C:15](=[O:17])[CH3:16]. (9) Given the reactants [OH:1][C:2]1[CH:11]=[CH:10][C:5]([C:6]([NH:8][NH2:9])=[O:7])=[CH:4][CH:3]=1.[Cl:12][C:13]1[CH:18]=[CH:17][C:16]([N:19]=[C:20]=S)=[CH:15][C:14]=1[C:22]([F:25])([F:24])[F:23].CCOC(C)=O.CO, predict the reaction product. The product is: [Cl:12][C:13]1[CH:18]=[CH:17][C:16]([NH:19][C:20]2[O:7][C:6]([C:5]3[CH:10]=[CH:11][C:2]([OH:1])=[CH:3][CH:4]=3)=[N:8][N:9]=2)=[CH:15][C:14]=1[C:22]([F:23])([F:24])[F:25].